This data is from Forward reaction prediction with 1.9M reactions from USPTO patents (1976-2016). The task is: Predict the product of the given reaction. (1) Given the reactants Cl.[NH2:2][OH:3].C(=O)(O)[O-].[Na+].C(Cl)Cl.Cl[C:13]([O:15][C:16]1[CH:21]=[CH:20][CH:19]=[CH:18][CH:17]=1)=[O:14], predict the reaction product. The product is: [OH:3][NH:2][C:13](=[O:14])[O:15][C:16]1[CH:21]=[CH:20][CH:19]=[CH:18][CH:17]=1. (2) Given the reactants [OH:1][C:2]1[C:11]2[C:6](=[C:7]([CH3:12])[CH:8]=[CH:9][CH:10]=2)[C:5]([C:13]([N:15]2[CH2:20][CH2:19][O:18][CH2:17][CH2:16]2)=[O:14])=[CH:4][CH:3]=1.CCN(C(C)C)C(C)C.[O:30](S(C(F)(F)F)(=O)=O)[S:31]([C:34]([F:37])([F:36])[F:35])(=O)=[O:32], predict the reaction product. The product is: [F:35][C:34]([F:37])([F:36])[S:31]([O:1][C:2]1[C:11]2[C:6](=[C:7]([CH3:12])[CH:8]=[CH:9][CH:10]=2)[C:5]([C:13]([N:15]2[CH2:16][CH2:17][O:18][CH2:19][CH2:20]2)=[O:14])=[CH:4][CH:3]=1)(=[O:32])=[O:30]. (3) Given the reactants [C:1]([O:5][C:6]([N:8]1[CH2:12][CH2:11][C@H:10]([O:13][C:14]2[C:15]3[CH2:23][N:22](CC4C=CC=CC=4)[CH2:21][CH2:20][C:16]=3[N:17]=[CH:18][N:19]=2)[CH2:9]1)=[O:7])([CH3:4])([CH3:3])[CH3:2].C([O-])=O.C([NH+](CC)CC)C, predict the reaction product. The product is: [C:1]([O:5][C:6]([N:8]1[CH2:12][CH2:11][C@H:10]([O:13][C:14]2[C:15]3[CH2:23][NH:22][CH2:21][CH2:20][C:16]=3[N:17]=[CH:18][N:19]=2)[CH2:9]1)=[O:7])([CH3:4])([CH3:2])[CH3:3].